The task is: Predict the product of the given reaction.. This data is from Forward reaction prediction with 1.9M reactions from USPTO patents (1976-2016). Given the reactants [Cl:1][C:2]1[CH:10]=[CH:9][C:8](F)=[CH:7][C:3]=1[C:4]([NH2:6])=[O:5].[NH:12]1[CH2:16][CH2:15][CH2:14][CH2:13]1, predict the reaction product. The product is: [Cl:1][C:2]1[CH:10]=[CH:9][C:8]([N:12]2[CH2:16][CH2:15][CH2:14][CH2:13]2)=[CH:7][C:3]=1[C:4]([NH2:6])=[O:5].